The task is: Predict the reactants needed to synthesize the given product.. This data is from Full USPTO retrosynthesis dataset with 1.9M reactions from patents (1976-2016). (1) Given the product [Br:13][C:14]1[CH:20]=[C:19]([N+:21]([O-:23])=[O:22])[C:17]([NH:18][C:5](=[O:7])[CH3:6])=[C:16]([CH3:24])[CH:15]=1, predict the reactants needed to synthesize it. The reactants are: C(O[C:5](=[O:7])[CH3:6])(=O)C.S(=O)(=O)(O)O.[Br:13][C:14]1[CH:20]=[C:19]([N+:21]([O-:23])=[O:22])[C:17]([NH2:18])=[C:16]([CH3:24])[CH:15]=1. (2) Given the product [NH2:15][C:12]1[CH:11]=[CH:10][C:9]([NH:8][C:1](=[O:3])[C:30]2[CH:26]=[CH:25][C:24]([F:23])=[C:32]([F:33])[CH:31]=2)=[CH:14][CH:13]=1, predict the reactants needed to synthesize it. The reactants are: [C:1]([NH:8][C:9]1[CH:14]=[CH:13][C:12]([NH2:15])=[CH:11][CH:10]=1)([O:3]C(C)(C)C)=O.C(N(CC)CC)C.[F:23][C:24]1[CH:25]=[C:26]([CH:30]=[CH:31][C:32]=1[F:33])C(Cl)=O. (3) Given the product [F:14][C:15]1[CH:34]=[C:33]([CH3:35])[C:32]([O:36][C:37]([O:39][CH3:40])=[O:38])=[CH:31][C:16]=1[NH:17][C:18]1[C:27]2[C:22](=[CH:23][C:24]([O:30][CH2:67][CH2:66][C:63]3[CH:64]=[CH:65][N:60]=[CH:61][CH:62]=3)=[C:25]([O:28][CH3:29])[CH:26]=2)[N:21]=[CH:20][N:19]=1, predict the reactants needed to synthesize it. The reactants are: N(C(OCC)=O)=NC(OCC)=O.Cl.[F:14][C:15]1[CH:34]=[C:33]([CH3:35])[C:32]([O:36][C:37]([O:39][CH3:40])=[O:38])=[CH:31][C:16]=1[NH:17][C:18]1[C:27]2[C:22](=[CH:23][C:24]([OH:30])=[C:25]([O:28][CH3:29])[CH:26]=2)[N:21]=[CH:20][N:19]=1.C1(P(C2C=CC=CC=2)C2C=CC=CC=2)C=CC=CC=1.[N:60]1[CH:65]=[CH:64][C:63]([CH2:66][CH2:67]O)=[CH:62][CH:61]=1. (4) Given the product [Si:14]([O:13][CH2:12][C:10]1[CH:9]=[CH:8][CH:7]=[C:6]2[C:11]=1[CH2:3][C:4](=[O:21])[NH:5]2)([C:17]([CH3:20])([CH3:19])[CH3:18])([CH3:16])[CH3:15], predict the reactants needed to synthesize it. The reactants are: CS[CH:3]1[C:11]2[C:6](=[CH:7][CH:8]=[CH:9][C:10]=2[CH2:12][O:13][Si:14]([C:17]([CH3:20])([CH3:19])[CH3:18])([CH3:16])[CH3:15])[NH:5][C:4]1=[O:21].[Cl-].[NH4+].